From a dataset of Reaction yield outcomes from USPTO patents with 853,638 reactions. Predict the reaction yield, written as a fraction of the theoretical maximum amount of product (1.0 means a 100% yield; for example, 0.34 means a 34% yield). (1) The reactants are Br[C:2]1[CH:10]=[C:9]2[C:5]([CH:6]=[N:7][NH:8]2)=[CH:4][CH:3]=1.[CH2:11]1[C:20]2[C:15](=[CH:16][CH:17]=[CH:18][CH:19]=2)[CH2:14][CH2:13][N:12]1[CH2:21][CH:22]([OH:40])[CH2:23][O:24][C:25]1[CH:30]=[CH:29][CH:28]=[C:27](B2OC(C)(C)C(C)(C)O2)[CH:26]=1.C([O-])([O-])=O.[K+].[K+].CC(=O)OCC. The catalyst is O1CCOCC1.O.C1C=CC(P(C2C=CC=CC=2)[C-]2C=CC=C2)=CC=1.C1C=CC(P(C2C=CC=CC=2)[C-]2C=CC=C2)=CC=1.Cl[Pd]Cl.[Fe+2]. The product is [NH:8]1[C:9]2[C:5](=[CH:4][CH:3]=[C:2]([C:27]3[CH:26]=[C:25]([CH:30]=[CH:29][CH:28]=3)[O:24][CH2:23][CH:22]([OH:40])[CH2:21][N:12]3[CH2:13][CH2:14][C:15]4[C:20](=[CH:19][CH:18]=[CH:17][CH:16]=4)[CH2:11]3)[CH:10]=2)[CH:6]=[N:7]1. The yield is 0.113. (2) The reactants are [C:1]([O:5][C:6](=[O:32])[NH:7][CH2:8][CH2:9][CH2:10][CH2:11][C:12]1[CH:17]=[CH:16][C:15]([O:18][CH2:19][CH2:20][NH:21]C(OCC2C=CC=CC=2)=O)=[CH:14][CH:13]=1)([CH3:4])([CH3:3])[CH3:2].[H][H].C(Cl)Cl.C1COCC1. The catalyst is C(O)C.[Pd]. The product is [C:1]([O:5][C:6](=[O:32])[NH:7][CH2:8][CH2:9][CH2:10][CH2:11][C:12]1[CH:13]=[CH:14][C:15]([O:18][CH2:19][CH2:20][NH2:21])=[CH:16][CH:17]=1)([CH3:4])([CH3:2])[CH3:3]. The yield is 0.740.